This data is from Reaction yield outcomes from USPTO patents with 853,638 reactions. The task is: Predict the reaction yield, written as a fraction of the theoretical maximum amount of product (1.0 means a 100% yield; for example, 0.34 means a 34% yield). (1) The reactants are [H-].[Na+].[OH:3][CH:4]1[CH2:7][N:6]([C:8]([O:10][C:11]([CH3:14])([CH3:13])[CH3:12])=[O:9])[CH2:5]1.Br[CH2:16][C:17]#[N:18]. The catalyst is C1COCC1. The product is [C:17]([CH2:16][O:3][CH:4]1[CH2:5][N:6]([C:8]([O:10][C:11]([CH3:14])([CH3:13])[CH3:12])=[O:9])[CH2:7]1)#[N:18]. The yield is 0.420. (2) The product is [C:1]([N:4]1[C:13]2[C:8](=[CH:9][C:10]([C:14]([NH:15][CH2:16][CH2:17][O:18][Si:19]([C:22]([CH3:24])([CH3:23])[CH3:25])([CH3:20])[CH3:21])=[O:26])=[CH:11][CH:12]=2)[C@H:7]([NH2:27])[C@@H:6]([CH3:38])[C@@H:5]1[CH2:39][CH3:40])(=[O:3])[CH3:2]. The catalyst is C(O)C.[Pd]. The reactants are [C:1]([N:4]1[C:13]2[C:8](=[CH:9][C:10]([C:14](=[O:26])[NH:15][CH2:16][CH2:17][O:18][Si:19]([C:22]([CH3:25])([CH3:24])[CH3:23])([CH3:21])[CH3:20])=[CH:11][CH:12]=2)[C@H:7]([NH:27]C(=O)OCC2C=CC=CC=2)[C@@H:6]([CH3:38])[C@@H:5]1[CH2:39][CH3:40])(=[O:3])[CH3:2]. The yield is 0.960. (3) The reactants are [CH2:1]([N:8]([CH2:16][C:17]1[C:25]2[C:24](=O)[NH:23][C:22]([NH:27][C:28](=[O:36])[CH2:29][CH2:30][CH2:31][CH2:32][CH2:33][CH2:34][CH3:35])=[N:21][C:20]=2[NH:19][CH:18]=1)[CH2:9][C:10]1[CH:15]=[CH:14][CH:13]=[CH:12][CH:11]=1)[C:2]1[CH:7]=[CH:6][CH:5]=[CH:4][CH:3]=1.C1(N(C)C)C=CC=CC=1.O=P(Cl)(Cl)[Cl:48]. The catalyst is CC#N. The product is [Cl:48][C:24]1[C:25]2[C:17]([CH2:16][N:8]([CH2:9][C:10]3[CH:15]=[CH:14][CH:13]=[CH:12][CH:11]=3)[CH2:1][C:2]3[CH:7]=[CH:6][CH:5]=[CH:4][CH:3]=3)=[CH:18][NH:19][C:20]=2[N:21]=[C:22]([NH:27][C:28](=[O:36])[CH2:29][CH2:30][CH2:31][CH2:32][CH2:33][CH2:34][CH3:35])[N:23]=1. The yield is 0.760. (4) The reactants are N[C:2]1[CH:7]=[CH:6][C:5]([Br:8])=[CH:4][C:3]=1[C:9]([C:11]1[CH:16]=[CH:15]C(CCCC)=CC=1)=O.[NH2:21][C:22]([NH2:24])=[O:23]. The catalyst is C(O)(=O)C. The product is [Br:8][C:5]1[C:6]([N:21]2[C:4]3[C:3](=[CH:2][CH:7]=[CH:6][CH:5]=3)[CH:9]=[N:24][C:22]2=[O:23])=[CH:7][CH:2]=[C:3]([CH2:9][CH2:11][CH2:16][CH3:15])[CH:4]=1. The yield is 0.850. (5) The reactants are [C:1]([O:5][C:6]([N:8]1[CH2:13][CH2:12][N:11]([C:14]2[CH:22]=[CH:21][C:17]([C:18]([OH:20])=O)=[CH:16][C:15]=2[CH3:23])[CH2:10][CH2:9]1)=[O:7])([CH3:4])([CH3:3])[CH3:2].Cl.[CH2:25]([NH2:27])[CH3:26].Cl.C(N=C=NCCCN(C)C)C.O.N1(O)C2C=CC=CC=2N=N1.CN1CCOCC1. The catalyst is CN(C=O)C.O. The product is [CH2:25]([NH:27][C:18]([C:17]1[CH:21]=[CH:22][C:14]([N:11]2[CH2:10][CH2:9][N:8]([C:6]([O:5][C:1]([CH3:3])([CH3:2])[CH3:4])=[O:7])[CH2:13][CH2:12]2)=[C:15]([CH3:23])[CH:16]=1)=[O:20])[CH3:26]. The yield is 0.990. (6) The reactants are C([O:3][C:4](=[O:36])[CH:5]([O:7][P:8]([CH2:17][C:18]([CH3:35])=[CH:19][CH2:20][C:21]1[C:22]([OH:34])=[C:23]2[C:27](=[C:28]([CH3:32])[C:29]=1[O:30][CH3:31])[CH2:26][O:25][C:24]2=[O:33])([O:10][C:11]1[CH:16]=[CH:15][CH:14]=[CH:13][CH:12]=1)=[O:9])[CH3:6])C.[OH-].[Na+]. The catalyst is C1COCC1. The product is [OH:34][C:22]1[C:21]([CH2:20][CH:19]=[C:18]([CH3:35])[CH2:17][P:8]([O:10][C:11]2[CH:12]=[CH:13][CH:14]=[CH:15][CH:16]=2)([O:7][CH:5]([CH3:6])[C:4]([OH:36])=[O:3])=[O:9])=[C:29]([O:30][CH3:31])[C:28]([CH3:32])=[C:27]2[C:23]=1[C:24](=[O:33])[O:25][CH2:26]2. The yield is 0.770. (7) The reactants are [CH:1]1([CH2:4][N:5]2[C:10](=[O:11])[C:9]([CH2:12][O:13][S:14]([CH3:17])(=[O:16])=[O:15])=[CH:8][C:7]([C:18]3[CH:19]=[CH:20][C:21]4[O:25][CH2:24][CH2:23][C:22]=4[CH:26]=3)=[N:6]2)[CH2:3][CH2:2]1.[Cl:27][C:28]1C=CC(CN2C(=O)C(CO)=CC(C3C=CC4OCCC=4C=3)=N2)=[CH:30][CH:29]=1. No catalyst specified. The product is [Cl:27][C:28]1[CH:3]=[CH:2][C:1]([CH2:4][N:5]2[C:10](=[O:11])[C:9]([CH2:12][O:13][S:14]([CH3:17])(=[O:16])=[O:15])=[CH:8][C:7]([C:18]3[CH:19]=[CH:20][C:21]4[O:25][CH2:24][CH2:23][C:22]=4[CH:26]=3)=[N:6]2)=[CH:30][CH:29]=1. The yield is 0.966. (8) The reactants are [C:1]([O:5][C:6](=[O:14])[C:7]([CH3:13])([CH3:12])[CH2:8][C:9]([OH:11])=[O:10])([CH3:4])([CH3:3])[CH3:2].[C:15]([O:19][C:20](=[O:55])[NH:21][CH2:22][CH2:23][C@:24]12[CH2:50][C:49](=[O:51])[C:48]([CH:52]([CH3:54])[CH3:53])=[C:25]1[C@@H:26]1[C@@:39]([CH3:42])([CH2:40][CH2:41]2)[C@@:38]2([CH3:43])[C@@H:29]([C@:30]3([CH3:47])[C@@H:35]([CH2:36][CH2:37]2)[C:34]([CH3:45])([CH3:44])[C@@H:33](O)[CH2:32][CH2:31]3)[CH2:28][CH2:27]1)([CH3:18])([CH3:17])[CH3:16].[NH4+].[Cl-].CC(=O)OCC. The catalyst is CN(C1C=CN=CC=1)C.ClCCl. The product is [CH3:12][C:7]([CH3:13])([CH2:8][C:9]([O:11][C@H:33]1[CH2:32][CH2:31][C@@:30]2([CH3:47])[C@@H:35]([CH2:36][CH2:37][C@:38]3([CH3:43])[C@@H:29]2[CH2:28][CH2:27][C@H:26]2[C@@:39]3([CH3:42])[CH2:40][CH2:41][C@@:24]3([CH2:23][CH2:22][NH:21][C:20]([O:19][C:15]([CH3:18])([CH3:17])[CH3:16])=[O:55])[CH2:50][C:49](=[O:51])[C:48]([CH:52]([CH3:53])[CH3:54])=[C:25]32)[C:34]1([CH3:45])[CH3:44])=[O:10])[C:6]([O:5][C:1]([CH3:4])([CH3:2])[CH3:3])=[O:14]. The yield is 0.920. (9) The reactants are [F:1][C:2]1[CH:7]=[CH:6][C:5]([C:8]2[C:16]([C:17]3[CH:22]=[CH:21][N:20]=[C:19]([NH2:23])[CH:18]=3)=[C:11]3[O:12][CH2:13][CH2:14][CH2:15][N:10]3[N:9]=2)=[CH:4][CH:3]=1.CCN(C(C)C)C(C)C.[CH:33]1([C:36](Cl)=[O:37])[CH2:35][CH2:34]1. The catalyst is O1CCCC1. The product is [F:1][C:2]1[CH:7]=[CH:6][C:5]([C:8]2[C:16]([C:17]3[CH:22]=[CH:21][N:20]=[C:19]([NH:23][C:36]([CH:33]4[CH2:35][CH2:34]4)=[O:37])[CH:18]=3)=[C:11]3[O:12][CH2:13][CH2:14][CH2:15][N:10]3[N:9]=2)=[CH:4][CH:3]=1. The yield is 0.330.